Dataset: Catalyst prediction with 721,799 reactions and 888 catalyst types from USPTO. Task: Predict which catalyst facilitates the given reaction. (1) Reactant: [CH:1](=O)[C:2]1[CH:7]=[CH:6][CH:5]=[CH:4][CH:3]=1.[NH2:9][CH2:10][CH2:11][NH:12][C@H:13]([C:18]([O:20][C:21]([CH3:24])([CH3:23])[CH3:22])=[O:19])[C:14]([CH3:17])([CH3:16])[CH3:15].C1(C)C=CC=CC=1.[BH4-].[Na+]. Product: [CH2:1]([NH:9][CH2:10][CH2:11][NH:12][C@H:13]([C:18]([O:20][C:21]([CH3:24])([CH3:23])[CH3:22])=[O:19])[C:14]([CH3:16])([CH3:17])[CH3:15])[C:2]1[CH:7]=[CH:6][CH:5]=[CH:4][CH:3]=1. The catalyst class is: 5. (2) Reactant: C(OC([N:8]1[CH2:12][C@@H:11]([CH2:13][NH2:14])[CH2:10][C@H:9]1[C:15]([N:17]1[CH2:21][CH2:20][S:19][CH2:18]1)=[O:16])=O)(C)(C)C.C(N(CC)CC)C.[O:29]1[C:34]2[CH:35]=[CH:36][C:37]([C:39](Cl)=[O:40])=[CH:38][C:33]=2[O:32][CH2:31][CH2:30]1. Product: [S:19]1[CH2:20][CH2:21][N:17]([C:15]([C@H:9]2[NH:8][CH2:12][C@@H:11]([CH2:13][NH:14][C:39]([C:37]3[CH:36]=[CH:35][C:34]4[O:29][CH2:30][CH2:31][O:32][C:33]=4[CH:38]=3)=[O:40])[CH2:10]2)=[O:16])[CH2:18]1. The catalyst class is: 4. (3) Reactant: FC(F)(F)C1C2NC(CCl)=NC=2C=CC=1.C(OC(N(CC1C=CC=CN=1)CC1C=CC(CNC2C3N=CC=CC=3CCC2)=CC=1)=O)(C)(C)C.C(N(C(C)C)CC)(C)C.C(OC([N:66]([CH2:100][C:101]1[CH:106]=[CH:105][CH:104]=[CH:103][N:102]=1)[CH2:67][C:68]1[CH:73]=[CH:72][C:71]([CH2:74][N:75]([CH2:86][C:87]2[NH:91][C:90]3[CH:92]=[CH:93][CH:94]=[C:95]([C:96]([F:99])([F:98])[F:97])[C:89]=3[N:88]=2)[CH:76]2[C:85]3[N:84]=[CH:83][CH:82]=[CH:81][C:80]=3[CH2:79][CH2:78][CH2:77]2)=[CH:70][CH:69]=1)=O)(C)(C)C. Product: [N:102]1[CH:103]=[CH:104][CH:105]=[CH:106][C:101]=1[CH2:100][NH:66][CH2:67][C:68]1[CH:73]=[CH:72][C:71]([CH2:74][N:75]([CH2:86][C:87]2[NH:91][C:90]3[CH:92]=[CH:93][CH:94]=[C:95]([C:96]([F:99])([F:98])[F:97])[C:89]=3[N:88]=2)[CH:76]2[C:85]3[N:84]=[CH:83][CH:82]=[CH:81][C:80]=3[CH2:79][CH2:78][CH2:77]2)=[CH:70][CH:69]=1. The catalyst class is: 3.